This data is from Peptide-MHC class I binding affinity with 185,985 pairs from IEDB/IMGT. The task is: Regression. Given a peptide amino acid sequence and an MHC pseudo amino acid sequence, predict their binding affinity value. This is MHC class I binding data. (1) The peptide sequence is QPFLQPQL. The MHC is HLA-B07:02 with pseudo-sequence HLA-B07:02. The binding affinity (normalized) is 0.459. (2) The peptide sequence is YWDQVTFFY. The MHC is HLA-B51:01 with pseudo-sequence HLA-B51:01. The binding affinity (normalized) is 0.0847.